This data is from Forward reaction prediction with 1.9M reactions from USPTO patents (1976-2016). The task is: Predict the product of the given reaction. (1) Given the reactants [CH:1]([C:4]1[CH:9]=[CH:8][C:7]([C@@H:10]2[C:14]3[C:15]([CH3:28])=[C:16]([NH:20][C:21](=[O:27])[CH2:22][C:23]([CH3:26])([CH3:25])[CH3:24])[C:17]([CH3:19])=[CH:18][C:13]=3[O:12][CH2:11]2)=[CH:6][CH:5]=1)([CH3:3])[CH3:2].[C:29](OCC)(=[O:31])C.CCCCCC, predict the reaction product. The product is: [CH:29]([C:18]1[C:13]2[O:12][CH2:11][C@H:10]([C:7]3[CH:6]=[CH:5][C:4]([CH:1]([CH3:2])[CH3:3])=[CH:9][CH:8]=3)[C:14]=2[C:15]([CH3:28])=[C:16]([NH:20][C:21](=[O:27])[CH2:22][C:23]([CH3:26])([CH3:25])[CH3:24])[C:17]=1[CH3:19])=[O:31]. (2) Given the reactants C(OC([NH:8][C@@H:9]([CH2:13][CH2:14][N:15]([CH3:17])[CH3:16])[C:10]([NH2:12])=[O:11])=O)(C)(C)C.[O-]S(C(F)(F)F)(=O)=O.[Sn+2].[O-]S(C(F)(F)F)(=O)=O, predict the reaction product. The product is: [NH2:8][C@@H:9]([CH2:13][CH2:14][N:15]([CH3:17])[CH3:16])[C:10]([NH2:12])=[O:11].